From a dataset of Forward reaction prediction with 1.9M reactions from USPTO patents (1976-2016). Predict the product of the given reaction. (1) Given the reactants C(N(CC)CC)C.[Cl:8][C:9]1[CH:17]=[CH:16][C:12]([C:13]([OH:15])=O)=[CH:11][C:10]=1[NH:18][C:19]([C:21]1[C:32](=[O:33])[NH:31][C:24]2[N:25]=[C:26]([O:29][CH3:30])[N:27]=[CH:28][C:23]=2[CH:22]=1)=[O:20].CN(C(ON1N=NC2C=CC=NC1=2)=[N+](C)C)C.F[P-](F)(F)(F)(F)F.[NH2:58][C:59]1([C:72]2[CH:77]=[CH:76][CH:75]=[CH:74][CH:73]=2)[CH2:64][CH2:63][N:62]([C:65]([O:67][C:68]([CH3:71])([CH3:70])[CH3:69])=[O:66])[CH2:61][CH2:60]1, predict the reaction product. The product is: [Cl:8][C:9]1[CH:17]=[CH:16][C:12]([C:13]([NH:58][C:59]2([C:72]3[CH:73]=[CH:74][CH:75]=[CH:76][CH:77]=3)[CH2:60][CH2:61][N:62]([C:65]([O:67][C:68]([CH3:71])([CH3:70])[CH3:69])=[O:66])[CH2:63][CH2:64]2)=[O:15])=[CH:11][C:10]=1[NH:18][C:19]([C:21]1[C:32](=[O:33])[NH:31][C:24]2[N:25]=[C:26]([O:29][CH3:30])[N:27]=[CH:28][C:23]=2[CH:22]=1)=[O:20]. (2) Given the reactants [OH:1][C:2]1[C:11]([C:12]#[N:13])=[CH:10][C:9]2[C:4](=[CH:5][CH:6]=[C:7]([C:14]#[N:15])[CH:8]=2)[CH:3]=1.[C:16](OC(=O)C)(=[O:18])[CH3:17].C(O)(=O)C, predict the reaction product. The product is: [C:16]([O:1][C:2]1[C:11]([C:12]#[N:13])=[CH:10][C:9]2[C:4](=[CH:5][CH:6]=[C:7]([C:14]#[N:15])[CH:8]=2)[CH:3]=1)(=[O:18])[CH3:17]. (3) The product is: [CH:11]([O:14][C:15]([N:17]1[CH2:18][CH2:19][CH:20]([O:23][C:6]2[CH:5]=[CH:4][N:3]=[C:2]([Cl:1])[CH:7]=2)[CH2:21][CH2:22]1)=[O:16])([CH3:13])[CH3:12].[CH:11]([O:14][C:15]([N:17]1[CH2:18][CH2:19][CH:20]([O:23][C:2]2[CH:7]=[C:6]([Cl:8])[CH:5]=[CH:4][N:3]=2)[CH2:21][CH2:22]1)=[O:16])([CH3:13])[CH3:12]. Given the reactants [Cl:1][C:2]1[CH:7]=[C:6]([Cl:8])[CH:5]=[CH:4][N:3]=1.[H-].[Na+].[CH:11]([O:14][C:15]([N:17]1[CH2:22][CH2:21][CH:20]([OH:23])[CH2:19][CH2:18]1)=[O:16])([CH3:13])[CH3:12].O, predict the reaction product. (4) Given the reactants [Cl:1][C:2]1[CH:7]=[CH:6][C:5]([CH:8]([C:27]2[CH:32]=[CH:31][C:30]([Cl:33])=[CH:29][CH:28]=2)[N:9]2[CH2:12][C:11](=[CH:13][S:14]([CH2:17][C:18]3[CH:19]=[C:20]([CH:24]=[CH:25][CH:26]=3)[C:21]([OH:23])=O)(=[O:16])=[O:15])[CH2:10]2)=[CH:4][CH:3]=1.[CH2:34]([CH:36]([CH2:39][CH3:40])[CH2:37][NH2:38])[CH3:35], predict the reaction product. The product is: [Cl:33][C:30]1[CH:31]=[CH:32][C:27]([CH:8]([C:5]2[CH:4]=[CH:3][C:2]([Cl:1])=[CH:7][CH:6]=2)[N:9]2[CH2:10][C:11](=[CH:13][S:14]([CH2:17][C:18]3[CH:19]=[C:20]([CH:24]=[CH:25][CH:26]=3)[C:21]([NH:38][CH2:37][CH:36]([CH2:39][CH3:40])[CH2:34][CH3:35])=[O:23])(=[O:15])=[O:16])[CH2:12]2)=[CH:28][CH:29]=1. (5) Given the reactants [NH2:1][C@H:2]([CH2:19][C:20]1[CH:25]=[C:24]([F:26])[C:23]([F:27])=[CH:22][C:21]=1[F:28])[CH2:3][C:4]([N:6]1[CH2:11][CH2:10][NH:9][C:8](=[O:12])[C@H:7]1[CH2:13][O:14][C:15]([CH3:18])([CH3:17])[CH3:16])=[O:5].[C:29]([OH:37])(=[O:36])[C@H:30]([CH2:32][C:33]([OH:35])=[O:34])[OH:31], predict the reaction product. The product is: [C:29]([OH:37])(=[O:36])[CH:30]([CH2:32][C:33]([OH:35])=[O:34])[OH:31].[NH2:1][C@H:2]([CH2:19][C:20]1[CH:25]=[C:24]([F:26])[C:23]([F:27])=[CH:22][C:21]=1[F:28])[CH2:3][C:4]([N:6]1[CH2:11][CH2:10][NH:9][C:8](=[O:12])[C@H:7]1[CH2:13][O:14][C:15]([CH3:16])([CH3:17])[CH3:18])=[O:5]. (6) Given the reactants [Cl:1][C:2]1[CH:7]=[CH:6][C:5]([C:8]([N:15]2[C:23]3[C:18](=[C:19]([NH:24][S:25]([CH3:28])(=[O:27])=[O:26])[CH:20]=[CH:21][CH:22]=3)[CH:17]=[CH:16]2)([CH2:13][CH3:14])[C:9](=[N:11]O)[CH3:10])=[CH:4][CH:3]=1, predict the reaction product. The product is: [NH2:11][CH:9]([C:8]([N:15]1[C:23]2[C:18](=[C:19]([NH:24][S:25]([CH3:28])(=[O:27])=[O:26])[CH:20]=[CH:21][CH:22]=2)[CH:17]=[CH:16]1)([C:5]1[CH:4]=[CH:3][C:2]([Cl:1])=[CH:7][CH:6]=1)[CH2:13][CH3:14])[CH3:10]. (7) Given the reactants [CH2:1]([N:8]1[CH2:13][CH2:12][CH2:11][CH:10]([C:14]([OH:16])=O)[CH2:9]1)[C:2]1[CH:7]=[CH:6][CH:5]=[CH:4][CH:3]=1.Cl.[CH3:18][NH:19][O:20][CH3:21].C(N(CC)CC)C.ON1C2C=CC=CC=2N=N1.Cl.CN(C)CCCN=C=NCC, predict the reaction product. The product is: [CH2:1]([N:8]1[CH2:13][CH2:12][CH2:11][CH:10]([C:14]([N:19]([O:20][CH3:21])[CH3:18])=[O:16])[CH2:9]1)[C:2]1[CH:7]=[CH:6][CH:5]=[CH:4][CH:3]=1. (8) Given the reactants Cl[C:2]1[C:11]2[C:6](=[CH:7][C:8]([O:14][CH3:15])=[C:9]([O:12][CH3:13])[CH:10]=2)[N:5]=[CH:4][CH:3]=1.Cl[C:17]1[CH:38]=[CH:37][C:20]([CH2:21][N:22]2[C:27](=[S:28])[C:26]([C:29]3[CH:34]=[CH:33][C:32]([OH:35])=[C:31]([F:36])[CH:30]=3)=[CH:25][N:24]=[CH:23]2)=[CH:19][CH:18]=1, predict the reaction product. The product is: [CH2:21]([N:22]1[C:27](=[S:28])[C:26]([C:29]2[CH:34]=[CH:33][C:32]([O:35][C:2]3[C:11]4[C:6](=[CH:7][C:8]([O:14][CH3:15])=[C:9]([O:12][CH3:13])[CH:10]=4)[N:5]=[CH:4][CH:3]=3)=[C:31]([F:36])[CH:30]=2)=[CH:25][N:24]=[CH:23]1)[C:20]1[CH:37]=[CH:38][CH:17]=[CH:18][CH:19]=1. (9) Given the reactants Cl[CH2:2][C:3]([CH:5]1[CH2:9][CH2:8][CH2:7][CH2:6]1)=[O:4].[CH3:10][O:11][C:12]1[CH:17]=[CH:16][C:15]([SH:18])=[CH:14][CH:13]=1.C(N(CC)CC)C.O, predict the reaction product. The product is: [CH:5]1([C:3](=[O:4])[CH2:2][S:18][C:15]2[CH:16]=[CH:17][C:12]([O:11][CH3:10])=[CH:13][CH:14]=2)[CH2:9][CH2:8][CH2:7][CH2:6]1. (10) The product is: [Cl:14][C:15]1[CH:16]=[C:17]2[C:18]([C:30]([OH:32])=[C:24]([C:25]([O:27][CH2:28][CH3:29])=[O:26])[CH:23]=[N:22]2)=[CH:19][C:20]=1[I:21]. Given the reactants C1(OC2C=CC=CC=2)C=CC=CC=1.[Cl:14][C:15]1[CH:16]=[C:17]([NH:22][CH:23]=[C:24]([C:30]([O:32]CC)=O)[C:25]([O:27][CH2:28][CH3:29])=[O:26])[CH:18]=[CH:19][C:20]=1[I:21], predict the reaction product.